This data is from Full USPTO retrosynthesis dataset with 1.9M reactions from patents (1976-2016). The task is: Predict the reactants needed to synthesize the given product. Given the product [Cl:44][C:6]1[CH:5]=[CH:4][C:3]([C:8]2[CH:12]=[C:11]([CH2:13][CH2:14][CH2:15][N:26]3[CH2:27][CH2:28][N:23]([C:17]4[CH:22]=[CH:21][CH:20]=[CH:19][CH:18]=4)[CH2:24][CH2:25]3)[O:10][N:9]=2)=[CH:2][CH:7]=1, predict the reactants needed to synthesize it. The reactants are: Cl[C:2]1[CH:7]=[CH:6][CH:5]=[CH:4][C:3]=1[C:8]1[CH:12]=[C:11]([CH2:13][CH2:14][CH:15]=O)[O:10][N:9]=1.[C:17]1([N:23]2[CH2:28][CH2:27][NH:26][CH2:25][CH2:24]2)[CH:22]=[CH:21][CH:20]=[CH:19][CH:18]=1.[BH-](OC(C)=O)(OC(C)=O)OC(C)=O.[Na+].C(Cl)[Cl:44].